Dataset: Tyrosyl-DNA phosphodiesterase HTS with 341,365 compounds. Task: Binary Classification. Given a drug SMILES string, predict its activity (active/inactive) in a high-throughput screening assay against a specified biological target. (1) The drug is s1c(c(c(c1NC(=O)CSc1nc(c2ccccc2)cc(n1)C(F)(F)F)C(OCC)=O)C)C. The result is 0 (inactive). (2) The molecule is S(=O)(=O)(c1cc(NC(=O)NC2CCCCC2)c(O)cc1)CC. The result is 0 (inactive). (3) The result is 0 (inactive). The drug is O(CC(=O)NC1CCCCC1)C(=O)Cc1c2c([nH]c1)cccc2. (4) The molecule is s1c(NC(=O)CN2CCOCC2)c(cc1C)C(=O)c1ccccc1. The result is 0 (inactive). (5) The compound is S1C(CN(c2c1ccc(S(=O)(=O)NCc1c(OC)cccc1)c2)C(=O)C)C. The result is 0 (inactive). (6) The compound is Clc1cc([N+]([O-])=O)c(C(=O)N(C(C)(C)C)Cc2ccccc2)cc1. The result is 0 (inactive). (7) The molecule is O1C(CCC1)CNC(=O)C1ON=C(C1)c1c(OC)ccc(OC)c1. The result is 0 (inactive).